Predict the reaction yield, written as a fraction of the theoretical maximum amount of product (1.0 means a 100% yield; for example, 0.34 means a 34% yield). From a dataset of Reaction yield outcomes from USPTO patents with 853,638 reactions. (1) The reactants are C(O)C.[C:4]1([C:10]2[CH:11]=[CH:12][C:13]([NH:19][C:20]([C:22]3[CH:27]=[CH:26][C:25]([CH:28]4[CH2:33][CH2:32][CH2:31][CH2:30][CH2:29]4)=[CH:24][CH:23]=3)=[O:21])=[C:14]([CH:18]=2)[C:15]([OH:17])=[O:16])[CH2:9][CH2:8][CH2:7][CH2:6][CH:5]=1. The catalyst is [Pd].CN(C=O)C. The product is [CH:4]1([C:10]2[CH:11]=[CH:12][C:13]([NH:19][C:20]([C:22]3[CH:27]=[CH:26][C:25]([CH:28]4[CH2:33][CH2:32][CH2:31][CH2:30][CH2:29]4)=[CH:24][CH:23]=3)=[O:21])=[C:14]([CH:18]=2)[C:15]([OH:17])=[O:16])[CH2:5][CH2:6][CH2:7][CH2:8][CH2:9]1. The yield is 0.900. (2) The reactants are O[CH2:2][C:3]1[CH:12]=[N:11][C:10]2[N:9]3[CH2:13][CH2:14][CH2:15][C@H:8]3[C:7](=[O:16])[NH:6][C:5]=2[CH:4]=1.[CH3:17][C:18]1[CH:19]=[C:20]([CH:23]=[CH:24][C:25]=1[N:26]1[CH2:31][CH2:30][NH:29][CH2:28][CH2:27]1)[C:21]#[N:22].[I-].C(C[P+](C)(C)C)#N.C(N(CC)C(C)C)(C)C. The catalyst is C(#N)CC. The product is [CH3:17][C:18]1[CH:19]=[C:20]([CH:23]=[CH:24][C:25]=1[N:26]1[CH2:27][CH2:28][N:29]([CH2:2][C:3]2[CH:12]=[N:11][C:10]3[N:9]4[CH2:13][CH2:14][CH2:15][C@H:8]4[C:7](=[O:16])[NH:6][C:5]=3[CH:4]=2)[CH2:30][CH2:31]1)[C:21]#[N:22]. The yield is 0.491. (3) The yield is 0.508. The product is [CH2:2]([O:4][C:5]([C:7]1[C:11]([CH3:12])=[C:10]([C:13]2[CH:18]=[CH:17][CH:16]=[C:15]([NH:19][N:23]=[C:29]3[C:30](=[O:43])[N:31]([C:33]4[CH:42]=[CH:41][C:40]5[CH2:39][CH2:38][CH2:37][CH2:36][C:35]=5[CH:34]=4)[N:32]=[C:28]3[CH3:27])[C:14]=2[OH:20])[N:9]([CH3:21])[C:8]=1[CH3:22])=[O:6])[CH3:3]. The reactants are Br.[CH2:2]([O:4][C:5]([C:7]1[C:11]([CH3:12])=[C:10]([C:13]2[CH:18]=[CH:17][CH:16]=[C:15]([NH2:19])[C:14]=2[OH:20])[N:9]([CH3:21])[C:8]=1[CH3:22])=[O:6])[CH3:3].[N:23]([O-])=O.[Na+].[CH3:27][C:28]1[CH2:29][C:30](=[O:43])[N:31]([C:33]2[CH:42]=[CH:41][C:40]3[CH2:39][CH2:38][CH2:37][CH2:36][C:35]=3[CH:34]=2)[N:32]=1.C(=O)(O)[O-].[Na+]. The catalyst is Cl.C(O)C. (4) The reactants are [CH:1]1([CH:4]([S:9][CH2:10][C:11]([O:13]CC)=O)[CH2:5][N+:6]([O-])=O)[CH2:3][CH2:2]1. The catalyst is CC(O)=O.[Zn]. The product is [CH:1]1([CH:4]2[CH2:5][NH:6][C:11](=[O:13])[CH2:10][S:9]2)[CH2:3][CH2:2]1. The yield is 0.360.